From a dataset of Full USPTO retrosynthesis dataset with 1.9M reactions from patents (1976-2016). Predict the reactants needed to synthesize the given product. (1) Given the product [CH2:1]([O:5][CH2:6][CH2:7][O:8][C:9]1[CH:10]=[CH:11][C:12]([C:15]2[CH:20]=[CH:19][C:18]([N:21]3[CH2:25][CH2:24][CH:23]([O:26][CH3:27])[CH2:22]3)=[C:17](/[CH:28]=[C:29](\[CH3:35])/[C:30]([OH:32])=[O:31])[CH:16]=2)=[CH:13][CH:14]=1)[CH2:2][CH2:3][CH3:4], predict the reactants needed to synthesize it. The reactants are: [CH2:1]([O:5][CH2:6][CH2:7][O:8][C:9]1[CH:14]=[CH:13][C:12]([C:15]2[CH:20]=[CH:19][C:18]([N:21]3[CH2:25][CH2:24][CH:23]([O:26][CH3:27])[CH2:22]3)=[C:17](/[CH:28]=[C:29](\[CH3:35])/[C:30]([O:32]CC)=[O:31])[CH:16]=2)=[CH:11][CH:10]=1)[CH2:2][CH2:3][CH3:4].[OH-].[Na+].Cl. (2) Given the product [CH3:36][N:23]([C:24]1[CH:25]=[CH:26][C:27]([C:30](=[O:35])[NH:31][CH2:32][CH2:33][CH3:34])=[CH:28][CH:29]=1)[CH:7]([C:1]1[CH:6]=[CH:5][CH:4]=[CH:3][CH:2]=1)[CH2:8][N:9]1[CH2:13][CH2:12][CH:11]([O:14][C:15](=[O:22])[C:16]2[CH:21]=[CH:20][CH:19]=[CH:18][CH:17]=2)[CH2:10]1, predict the reactants needed to synthesize it. The reactants are: [C:1]1([CH:7]([NH:23][C:24]2[CH:29]=[CH:28][C:27]([C:30](=[O:35])[NH:31][CH2:32][CH2:33][CH3:34])=[CH:26][CH:25]=2)[CH2:8][N:9]2[CH2:13][CH2:12][CH:11]([O:14][C:15](=[O:22])[C:16]3[CH:21]=[CH:20][CH:19]=[CH:18][CH:17]=3)[CH2:10]2)[CH:6]=[CH:5][CH:4]=[CH:3][CH:2]=1.[CH2:36]=O.[B][B][B][B][B][B][B][B][B][B]. (3) Given the product [C:22]1([C:9]2[C:8]([N:5]3[CH2:6][CH2:7][CH:2]([NH:28][C:29]4[CH:34]=[CH:33][CH:32]=[CH:31][CH:30]=4)[CH2:3][CH2:4]3)=[N:17][C:16]3[C:11](=[CH:12][CH:13]=[C:14]([C:18]([O:20][CH3:21])=[O:19])[CH:15]=3)[N:10]=2)[CH:27]=[CH:26][CH:25]=[CH:24][CH:23]=1, predict the reactants needed to synthesize it. The reactants are: O=[C:2]1[CH2:7][CH2:6][N:5]([C:8]2[C:9]([C:22]3[CH:27]=[CH:26][CH:25]=[CH:24][CH:23]=3)=[N:10][C:11]3[C:16]([N:17]=2)=[CH:15][C:14]([C:18]([O:20][CH3:21])=[O:19])=[CH:13][CH:12]=3)[CH2:4][CH2:3]1.[NH2:28][C:29]1[CH:34]=[CH:33][CH:32]=[CH:31][CH:30]=1.C(O)(=O)C. (4) Given the product [OH:22][CH:23]1[CH2:28][CH2:27][CH:26]([N:16]2[CH2:17][CH2:18][CH2:19][CH:14]([N:1]3[C:12]4=[C:13]5[C:8](=[CH:9][CH:10]=[CH:11]4)[CH:7]=[N:6][CH:5]=[C:4]5[CH2:3][CH2:2]3)[CH2:15]2)[CH2:25][CH2:24]1, predict the reactants needed to synthesize it. The reactants are: [N:1]1([CH:14]2[CH2:19][CH2:18][CH2:17][NH:16][CH2:15]2)[C:12]2=[C:13]3[C:8](=[CH:9][CH:10]=[CH:11]2)[CH:7]=[N:6][CH:5]=[C:4]3[CH2:3][CH2:2]1.C1O[C:23]2([CH2:28][CH2:27][C:26](=O)[CH2:25][CH2:24]2)[O:22]C1.C(O[BH-](OC(=O)C)OC(=O)C)(=O)C.[Na+]. (5) Given the product [CH3:1][O:2][C:3]([C:5]1([C:11]2[CH:12]=[C:13]([O:18][CH2:19][C:20]3[CH:29]=[C:28]4[C:23]([C:24]([C:36]5[CH:35]=[N:34][CH:39]=[CH:38][CH:37]=5)=[CH:25][C:26]5[N:27]4[CH:30]=[N:31][N:32]=5)=[CH:22][CH:21]=3)[CH:14]=[C:15]([F:17])[CH:16]=2)[CH2:10][CH2:9][O:8][CH2:7][CH2:6]1)=[O:4], predict the reactants needed to synthesize it. The reactants are: [CH3:1][O:2][C:3]([C:5]1([C:11]2[CH:16]=[C:15]([F:17])[CH:14]=[C:13]([O:18][CH2:19][C:20]3[CH:29]=[C:28]4[C:23]([C:24](Cl)=[CH:25][C:26]5[N:27]4[CH:30]=[N:31][N:32]=5)=[CH:22][CH:21]=3)[CH:12]=2)[CH2:10][CH2:9][O:8][CH2:7][CH2:6]1)=[O:4].[N:34]1[CH:39]=[CH:38][CH:37]=[C:36](B(O)O)[CH:35]=1.C(=O)([O-])[O-].[K+].[K+]. (6) Given the product [CH3:24][O:23][C:22]1[CH:21]=[CH:20][C:4]([C:5](=[O:6])[NH:7][C:8]2[CH:13]=[CH:12][C:11]([N:14]3[CH2:19][CH2:18][O:17][CH2:16][CH2:15]3)=[CH:10][CH:9]=2)=[CH:3][C:2]=1[C:33]1[CH:34]=[CH:35][C:30]([C:28]([OH:29])=[O:27])=[CH:31][CH:32]=1, predict the reactants needed to synthesize it. The reactants are: Br[C:2]1[CH:3]=[C:4]([CH:20]=[CH:21][C:22]=1[O:23][CH3:24])[C:5]([NH:7][C:8]1[CH:13]=[CH:12][C:11]([N:14]2[CH2:19][CH2:18][O:17][CH2:16][CH2:15]2)=[CH:10][CH:9]=1)=[O:6].C([O:27][C:28]([C:30]1[CH:35]=[CH:34][C:33](B(O)O)=[CH:32][CH:31]=1)=[O:29])C.COCCOC.C(=O)([O-])[O-].[Cs+].[Cs+]. (7) Given the product [CH3:31][C:27]1[CH:26]=[C:25](/[CH:2]=[CH:1]/[C:3]2[C:11]3[C:6](=[CH:7][C:8]([C@H:12]4[C@@:14]5([C:22]6[C:17](=[CH:18][CH:19]=[CH:20][CH:21]=6)[NH:16][C:15]5=[O:23])[CH2:13]4)=[CH:9][CH:10]=3)[NH:5][N:4]=2)[CH:30]=[CH:29][N:28]=1, predict the reactants needed to synthesize it. The reactants are: [CH:1]([C:3]1[C:11]2[C:6](=[CH:7][C:8]([C@H:12]3[C@@:14]4([C:22]5[C:17](=[CH:18][CH:19]=[CH:20][CH:21]=5)[NH:16][C:15]4=[O:23])[CH2:13]3)=[CH:9][CH:10]=2)[NH:5][N:4]=1)=[CH2:2].Br[C:25]1[CH:30]=[CH:29][N:28]=[C:27]([CH3:31])[CH:26]=1.CCN(C(C)C)C(C)C.CC1C=CC=CC=1P(C1C=CC=CC=1C)C1C=CC=CC=1C. (8) Given the product [F:1][C:2]1[CH:7]=[C:6]([F:8])[CH:5]=[C:4]([N+:10]([O-:12])=[O:11])[C:3]=1[CH3:9], predict the reactants needed to synthesize it. The reactants are: [F:1][C:2]1[CH:7]=[C:6]([F:8])[CH:5]=[CH:4][C:3]=1[CH3:9].[N+:10]([O-])([OH:12])=[O:11]. (9) Given the product [CH:1]1[C:11]2[CH2:10][CH2:9][C:8]3[CH:12]=[CH:13][CH:14]=[CH:15][C:7]=3[S:6][C:5]=2[C:4]([B:24]2[O:28][C:27]([CH3:30])([CH3:29])[C:26]([CH3:32])([CH3:31])[O:25]2)=[CH:3][CH:2]=1, predict the reactants needed to synthesize it. The reactants are: [CH:1]1[C:11]2[CH2:10][CH2:9][C:8]3[CH:12]=[CH:13][CH:14]=[CH:15][C:7]=3[S:6][C:5]=2[C:4](OS(C(F)(F)F)(=O)=O)=[CH:3][CH:2]=1.[B:24]1([B:24]2[O:28][C:27]([CH3:30])([CH3:29])[C:26]([CH3:32])([CH3:31])[O:25]2)[O:28][C:27]([CH3:30])([CH3:29])[C:26]([CH3:32])([CH3:31])[O:25]1.C([O-])(=O)C.[K+].